Dataset: Full USPTO retrosynthesis dataset with 1.9M reactions from patents (1976-2016). Task: Predict the reactants needed to synthesize the given product. Given the product [CH2:38]([N:36]([CH3:37])[C:29]1[C:30]([C:32]([F:33])([F:34])[F:35])=[CH:31][C:25]2[NH:24][C:23](=[O:42])[CH2:22][C:21]([C:17]3[CH:16]=[C:15]([C:11]4[CH:12]=[CH:13][CH:14]=[C:9]([S:6]([NH2:5])(=[O:8])=[O:7])[CH:10]=4)[CH:20]=[CH:19][CH:18]=3)=[N:27][C:26]=2[CH:28]=1)[CH:39]([CH3:41])[CH3:40], predict the reactants needed to synthesize it. The reactants are: C([NH:5][S:6]([C:9]1[CH:10]=[C:11]([C:15]2[CH:20]=[CH:19][CH:18]=[C:17]([C:21]3[CH2:22][C:23](=[O:42])[NH:24][C:25]4[CH:31]=[C:30]([C:32]([F:35])([F:34])[F:33])[C:29]([N:36]([CH2:38][CH:39]([CH3:41])[CH3:40])[CH3:37])=[CH:28][C:26]=4[N:27]=3)[CH:16]=2)[CH:12]=[CH:13][CH:14]=1)(=[O:8])=[O:7])(C)(C)C.C(O)(C(F)(F)F)=O.